Dataset: NCI-60 drug combinations with 297,098 pairs across 59 cell lines. Task: Regression. Given two drug SMILES strings and cell line genomic features, predict the synergy score measuring deviation from expected non-interaction effect. (1) Drug 1: C1=CN(C=N1)CC(O)(P(=O)(O)O)P(=O)(O)O. Drug 2: N.N.Cl[Pt+2]Cl. Cell line: NCI-H522. Synergy scores: CSS=69.9, Synergy_ZIP=-1.99, Synergy_Bliss=-0.928, Synergy_Loewe=-1.65, Synergy_HSA=0.371. (2) Drug 1: CCCCC(=O)OCC(=O)C1(CC(C2=C(C1)C(=C3C(=C2O)C(=O)C4=C(C3=O)C=CC=C4OC)O)OC5CC(C(C(O5)C)O)NC(=O)C(F)(F)F)O. Drug 2: CCC1(C2=C(COC1=O)C(=O)N3CC4=CC5=C(C=CC(=C5CN(C)C)O)N=C4C3=C2)O.Cl. Cell line: T-47D. Synergy scores: CSS=50.7, Synergy_ZIP=1.91, Synergy_Bliss=2.17, Synergy_Loewe=4.22, Synergy_HSA=8.01.